From a dataset of NCI-60 drug combinations with 297,098 pairs across 59 cell lines. Regression. Given two drug SMILES strings and cell line genomic features, predict the synergy score measuring deviation from expected non-interaction effect. (1) Drug 1: CN(CC1=CN=C2C(=N1)C(=NC(=N2)N)N)C3=CC=C(C=C3)C(=O)NC(CCC(=O)O)C(=O)O. Drug 2: C1CC(C1)(C(=O)O)C(=O)O.[NH2-].[NH2-].[Pt+2]. Cell line: BT-549. Synergy scores: CSS=17.5, Synergy_ZIP=-6.41, Synergy_Bliss=-0.509, Synergy_Loewe=-5.73, Synergy_HSA=1.41. (2) Drug 1: C1CCC(CC1)NC(=O)N(CCCl)N=O. Drug 2: CC1=C(C(=O)C2=C(C1=O)N3CC4C(C3(C2COC(=O)N)OC)N4)N. Cell line: U251. Synergy scores: CSS=48.4, Synergy_ZIP=-2.78, Synergy_Bliss=0.404, Synergy_Loewe=0.985, Synergy_HSA=4.09.